From a dataset of Catalyst prediction with 721,799 reactions and 888 catalyst types from USPTO. Predict which catalyst facilitates the given reaction. (1) Reactant: [C:1]([C:3]1[C:4]([N:15]2[CH2:18][CH:17]([C:19]([OH:21])=O)[CH2:16]2)=[N:5][C:6]([CH3:14])=[C:7]([C:9]([O:11][CH2:12][CH3:13])=[O:10])[CH:8]=1)#[N:2].CCN=C=NCCCN(C)C.C1C=CC2N(O)N=NC=2C=1.[Cl:43][C:44]1[S:48][C:47]([S:49]([NH2:52])(=[O:51])=[O:50])=[CH:46][CH:45]=1.CCN(C(C)C)C(C)C. Product: [Cl:43][C:44]1[S:48][C:47]([S:49]([NH:52][C:19]([CH:17]2[CH2:16][N:15]([C:4]3[C:3]([C:1]#[N:2])=[CH:8][C:7]([C:9]([O:11][CH2:12][CH3:13])=[O:10])=[C:6]([CH3:14])[N:5]=3)[CH2:18]2)=[O:21])(=[O:51])=[O:50])=[CH:46][CH:45]=1. The catalyst class is: 2. (2) Reactant: B.[ClH:2].Cl.[CH3:4][N:5]([C:21]1[CH:26]=[C:25]([O:27][CH3:28])[C:24]([O:29][CH3:30])=[C:23]([O:31][CH3:32])[CH:22]=1)[C:6](=O)[CH2:7][CH2:8][CH2:9][N:10]1[CH2:15][CH2:14][N:13]2[CH2:16][CH2:17][CH2:18][CH2:19][CH:12]2[CH2:11]1.Cl. Product: [ClH:2].[ClH:2].[ClH:2].[CH3:4][N:5]([CH2:6][CH2:7][CH2:8][CH2:9][N:10]1[CH2:15][CH2:14][N:13]2[CH2:16][CH2:17][CH2:18][CH2:19][CH:12]2[CH2:11]1)[C:21]1[CH:26]=[C:25]([O:27][CH3:28])[C:24]([O:29][CH3:30])=[C:23]([O:31][CH3:32])[CH:22]=1. The catalyst class is: 7. (3) Reactant: [CH:1]([O:4][CH2:5][C@@H:6]([OH:9])[CH2:7][OH:8])([CH3:3])[CH3:2].[Si:10](Cl)([C:13]([CH3:16])([CH3:15])[CH3:14])([CH3:12])[CH3:11].C(N(CC)CC)C. Product: [Si:10]([O:8][CH2:7][C@H:6]([OH:9])[CH2:5][O:4][CH:1]([CH3:3])[CH3:2])([C:13]([CH3:16])([CH3:15])[CH3:14])([CH3:12])[CH3:11]. The catalyst class is: 172. (4) Reactant: N[C:2]1[S:3][C:4]2[C:9]([OH:10])=[N:8][C:7]([CH:11]3[CH2:13][CH2:12]3)=[N:6][C:5]=2[N:14]=1.N([O-])=O.[Na+].[ClH:19]. Product: [Cl:19][C:2]1[S:3][C:4]2[C:9]([OH:10])=[N:8][C:7]([CH:11]3[CH2:13][CH2:12]3)=[N:6][C:5]=2[N:14]=1. The catalyst class is: 74. (5) Reactant: [N+:1]([C:4]1[CH:5]=[C:6]2[C:10](=[CH:11][CH:12]=1)[N:9]([CH2:13][O:14][CH2:15][CH2:16][Si:17]([CH3:20])([CH3:19])[CH3:18])[N:8]=[C:7]2[CH:21]=O)([O-:3])=[O:2].[C:23]1([NH2:30])[CH:28]=[CH:27][CH:26]=[CH:25][C:24]=1[NH2:29].[S]. The catalyst class is: 3. Product: [NH:29]1[C:24]2[CH:25]=[CH:26][CH:27]=[CH:28][C:23]=2[N:30]=[C:21]1[C:7]1[C:6]2[C:10](=[CH:11][CH:12]=[C:4]([N+:1]([O-:3])=[O:2])[CH:5]=2)[N:9]([CH2:13][O:14][CH2:15][CH2:16][Si:17]([CH3:20])([CH3:19])[CH3:18])[N:8]=1. (6) Reactant: [Br:1][C:2]1[CH:7]=[CH:6][N:5]2[C:8](=[O:15])[N:9]([CH2:11][CH:12]([CH3:14])[CH3:13])[N:10]=[C:4]2[C:3]=1I.[Cl:17][C:18]1[CH:23]=[CH:22][C:21](B(O)O)=[CH:20][CH:19]=1.C([O-])([O-])=O.[K+].[K+]. Product: [Br:1][C:2]1[CH:7]=[CH:6][N:5]2[C:8](=[O:15])[N:9]([CH2:11][CH:12]([CH3:14])[CH3:13])[N:10]=[C:4]2[C:3]=1[C:21]1[CH:22]=[CH:23][C:18]([Cl:17])=[CH:19][CH:20]=1. The catalyst class is: 70. (7) Reactant: [CH2:1]([CH:3]([CH2:13][CH3:14])[C:4]([N:6]1[CH2:11][CH2:10][C:9](=O)[CH2:8][CH2:7]1)=[O:5])[CH3:2].Cl.[NH2:16][C@H:17]([C:22]([NH2:24])=[O:23])[CH2:18][CH2:19][S:20][CH3:21].C(N(CC)CC)C. Product: [CH2:1]([CH:3]([CH2:13][CH3:14])[C:4]([N:6]1[CH2:11][CH2:10][C:9]2([NH:24][C:22](=[O:23])[C@H:17]([CH2:18][CH2:19][S:20][CH3:21])[NH:16]2)[CH2:8][CH2:7]1)=[O:5])[CH3:2]. The catalyst class is: 14. (8) Reactant: [CH3:1][O:2][C:3]1[CH:8]=[CH:7][C:6]([C:9]2[CH:14]=[CH:13][C:12]([C:15]([NH:17][C@H:18]([C:23]([O:25][CH3:26])=[O:24])[CH2:19][CH2:20][CH2:21][CH3:22])=[O:16])=[C:11]([N+:27]([O-])=O)[CH:10]=2)=[CH:5][CH:4]=1. Product: [NH2:27][C:11]1[CH:10]=[C:9]([C:6]2[CH:5]=[CH:4][C:3]([O:2][CH3:1])=[CH:8][CH:7]=2)[CH:14]=[CH:13][C:12]=1[C:15]([NH:17][C@H:18]([C:23]([O:25][CH3:26])=[O:24])[CH2:19][CH2:20][CH2:21][CH3:22])=[O:16]. The catalyst class is: 63. (9) Reactant: Br[C:2]1[CH:7]=[CH:6][C:5]([N:8]([CH2:11][CH3:12])[CH2:9][CH3:10])=[C:4]([C:13]([CH3:16])([CH3:15])[CH3:14])[CH:3]=1.[Li]CCCC.CN([CH:25]=[O:26])C.[Cl-].[NH4+]. Product: [C:13]([C:4]1[CH:3]=[C:2]([CH:7]=[CH:6][C:5]=1[N:8]([CH2:11][CH3:12])[CH2:9][CH3:10])[CH:25]=[O:26])([CH3:16])([CH3:15])[CH3:14]. The catalyst class is: 1.